Dataset: Forward reaction prediction with 1.9M reactions from USPTO patents (1976-2016). Task: Predict the product of the given reaction. (1) Given the reactants [CH3:1][O:2][C:3]1[CH:4]=[C:5]([CH:32]=[CH:33][C:34]=1[O:35][CH3:36])[CH2:6][CH:7]1[C:13]2[CH:14]=[C:15]([O:20][CH3:21])[C:16]([O:18][CH3:19])=[CH:17][C:12]=2[CH2:11][CH2:10][CH2:9][N:8]1[CH:22]([C:26]1[CH:31]=[CH:30][CH:29]=[CH:28][CH:27]=1)[C:23](O)=[O:24].[CH2:37]([NH2:41])[CH2:38][CH2:39][CH3:40], predict the reaction product. The product is: [CH2:37]([NH:41][C:23](=[O:24])[CH:22]([N:8]1[CH2:9][CH2:10][CH2:11][C:12]2[CH:17]=[C:16]([O:18][CH3:19])[C:15]([O:20][CH3:21])=[CH:14][C:13]=2[CH:7]1[CH2:6][C:5]1[CH:32]=[CH:33][C:34]([O:35][CH3:36])=[C:3]([O:2][CH3:1])[CH:4]=1)[C:26]1[CH:31]=[CH:30][CH:29]=[CH:28][CH:27]=1)[CH2:38][CH2:39][CH3:40]. (2) Given the reactants N[C:2]1[C:3]([C:14]([O:16][CH3:17])=[O:15])=[N:4][C:5]([C:8]2[CH:13]=[CH:12][CH:11]=[CH:10][CH:9]=2)=[CH:6][N:7]=1.N([O-])=[O:19].[Na+], predict the reaction product. The product is: [OH:19][C:2]1[C:3]([C:14]([O:16][CH3:17])=[O:15])=[N:4][C:5]([C:8]2[CH:13]=[CH:12][CH:11]=[CH:10][CH:9]=2)=[CH:6][N:7]=1. (3) Given the reactants P([O-])([O-])([O-])=O.[K+].[K+].[K+].COC(C)(C)C.[NH2:15][CH:16]([C:23]1[CH:28]=[CH:27][C:26]([Br:29])=[CH:25][CH:24]=1)[CH2:17][C:18]([O:20]CC)=[O:19], predict the reaction product. The product is: [NH2:15][CH:16]([C:23]1[CH:24]=[CH:25][C:26]([Br:29])=[CH:27][CH:28]=1)[CH2:17][C:18]([OH:20])=[O:19]. (4) Given the reactants [Cl:1][C:2]1[CH:10]=[CH:9][C:5]([C:6](Cl)=[O:7])=[CH:4][N:3]=1.[CH:11]1([CH2:17][NH2:18])[CH2:16][CH2:15][CH2:14][CH2:13][CH2:12]1.C(N(CC)CC)C, predict the reaction product. The product is: [Cl:1][C:2]1[CH:10]=[CH:9][C:5]([C:6]([NH:18][CH2:17][CH:11]2[CH2:16][CH2:15][CH2:14][CH2:13][CH2:12]2)=[O:7])=[CH:4][N:3]=1. (5) Given the reactants [Br:1][C:2]1[N:7]=[C:6]([O:8][CH3:9])[C:5]([NH:10][CH:11]=[O:12])=[CH:4][CH:3]=1.[I-].[K+].C(=O)([O-])[O-].[Cs+].[Cs+].Cl[CH2:22][C:23](=[O:25])[CH3:24], predict the reaction product. The product is: [Br:1][C:2]1[N:7]=[C:6]([O:8][CH3:9])[C:5]([N:10]([CH2:22][C:23](=[O:25])[CH3:24])[CH:11]=[O:12])=[CH:4][CH:3]=1. (6) The product is: [Cl:1][C:2]1[CH:3]=[C:4]([NH:19][C:20]2[C:30]3[CH:29]=[C:28]([C:31]([NH:35][CH2:36][CH2:37][C:38]([OH:40])([CH3:41])[CH3:39])=[O:32])[CH2:27][CH2:26][NH:25][C:24]=3[N:23]=[CH:22][N:21]=2)[CH:5]=[CH:6][C:7]=1[O:8][C:9]1[CH:14]=[CH:13][CH:12]=[C:11]([C:15]([F:18])([F:16])[F:17])[CH:10]=1. Given the reactants [Cl:1][C:2]1[CH:3]=[C:4]([NH:19][C:20]2[C:30]3[CH:29]=[C:28]([C:31](O)=[O:32])[CH2:27][CH2:26][NH:25][C:24]=3[N:23]=[CH:22][N:21]=2)[CH:5]=[CH:6][C:7]=1[O:8][C:9]1[CH:14]=[CH:13][CH:12]=[C:11]([C:15]([F:18])([F:17])[F:16])[CH:10]=1.Cl.[NH2:35][CH2:36][CH2:37][C:38]([CH3:41])([OH:40])[CH3:39].ON1C2C=CC=CC=2N=N1.Cl.C(N=C=NCCCN(C)C)C, predict the reaction product. (7) Given the reactants [Cl-].[CH2:2]([N+:8]1[CH:12]=[CH:11][N:10]([CH3:13])[CH:9]=1)[CH2:3][CH2:4][CH2:5][CH2:6][CH3:7].[O:14]([Si](C)(C)C)[S:15]([C:18]([F:21])([F:20])[F:19])(=[O:17])=[O:16], predict the reaction product. The product is: [O-:17][S:15]([C:18]([F:21])([F:20])[F:19])(=[O:16])=[O:14].[CH2:2]([N+:8]1[CH:12]=[CH:11][N:10]([CH3:13])[CH:9]=1)[CH2:3][CH2:4][CH2:5][CH2:6][CH3:7]. (8) Given the reactants [CH2:1]1[CH2:5][O:4][CH:3]([N:6]2[C:12](=[O:13])[NH:11][C:9](=[O:10])[C:8]([F:14])=[CH:7]2)[CH2:2]1.Cl[Pd:16]Cl.[Pd], predict the reaction product. The product is: [Pd:16].[CH2:1]1[CH2:5][O:4][CH:3]([N:6]2[C:12](=[O:13])[NH:11][C:9](=[O:10])[C:8]([F:14])=[CH:7]2)[CH2:2]1. (9) Given the reactants [O:1]=[C:2]1[C:11]2=[CH:12][NH:13][N:14]=[C:10]2[C:9]2[CH:8]=[C:7]([C:15](O)=[O:16])[C:6]([C:18]3[CH:23]=[CH:22][N:21]=[CH:20][CH:19]=3)=[CH:5][C:4]=2[N:3]1[CH2:24][C:25]([F:28])([F:27])[F:26].C(=O)(O)[O-].[NH4+:33].C(OC(OC(C)(C)C)=O)(OC(C)(C)C)=O, predict the reaction product. The product is: [O:1]=[C:2]1[C:11]2=[CH:12][NH:13][N:14]=[C:10]2[C:9]2[CH:8]=[C:7]([C:15]([NH2:33])=[O:16])[C:6]([C:18]3[CH:19]=[CH:20][N:21]=[CH:22][CH:23]=3)=[CH:5][C:4]=2[N:3]1[CH2:24][C:25]([F:27])([F:26])[F:28]. (10) Given the reactants [OH:1][CH2:2][CH2:3][CH:4]([NH:13]C(=O)OC(C)(C)C)[C:5]1[CH:10]=[CH:9][CH:8]=[CH:7][C:6]=1[O:11][CH3:12].[ClH:21], predict the reaction product. The product is: [ClH:21].[NH2:13][CH:4]([C:5]1[CH:10]=[CH:9][CH:8]=[CH:7][C:6]=1[O:11][CH3:12])[CH2:3][CH2:2][OH:1].